This data is from Reaction yield outcomes from USPTO patents with 853,638 reactions. The task is: Predict the reaction yield, written as a fraction of the theoretical maximum amount of product (1.0 means a 100% yield; for example, 0.34 means a 34% yield). (1) The reactants are Cl[C:2]1[C:11]2[N:12]=[C:13]([CH3:15])[O:14][C:10]=2[C:9]2[CH:8]=[C:7]([Cl:16])[CH:6]=[CH:5][C:4]=2[N:3]=1.[CH3:17][N:18]1[CH2:23][CH2:22][NH:21][CH2:20][CH2:19]1.CCN(CC)CC. The catalyst is CCO. The product is [Cl:16][C:7]1[CH:6]=[CH:5][C:4]2[N:3]=[C:2]([N:21]3[CH2:22][CH2:23][N:18]([CH3:17])[CH2:19][CH2:20]3)[C:11]3[N:12]=[C:13]([CH3:15])[O:14][C:10]=3[C:9]=2[CH:8]=1. The yield is 0.290. (2) The reactants are [Cl-].O[NH3+:3].[C:4](=[O:7])([O-])[OH:5].[Na+].CS(C)=O.[OH:13][C:14]([CH3:50])([CH3:49])[CH2:15][O:16][C@@H:17]1[CH2:20][C@H:19]([N:21]2[C:26](=[O:27])[C:25]([CH2:28][C:29]3[CH:34]=[CH:33][C:32]([C:35]4[C:36]([C:41]#[N:42])=[CH:37][CH:38]=[CH:39][CH:40]=4)=[CH:31][CH:30]=3)=[C:24]([CH2:43][CH2:44][CH3:45])[N:23]3[N:46]=[CH:47][N:48]=[C:22]23)[CH2:18]1. The catalyst is C(OCC)(=O)C. The product is [OH:13][C:14]([CH3:49])([CH3:50])[CH2:15][O:16][C@@H:17]1[CH2:18][C@H:19]([N:21]2[C:26](=[O:27])[C:25]([CH2:28][C:29]3[CH:34]=[CH:33][C:32]([C:35]4[CH:40]=[CH:39][CH:38]=[CH:37][C:36]=4[C:41]4[NH:3][C:4](=[O:7])[O:5][N:42]=4)=[CH:31][CH:30]=3)=[C:24]([CH2:43][CH2:44][CH3:45])[N:23]3[N:46]=[CH:47][N:48]=[C:22]23)[CH2:20]1. The yield is 0.400. (3) The reactants are Cl[CH2:2][CH2:3][CH2:4][N:5]1[C:14]2[C:9](=[CH:10][CH:11]=[CH:12][CH:13]=2)[CH:8]=[CH:7][C:6]1=[O:15].C([O-])([O-])=O.[K+].[K+].[CH2:22]([CH:26]1[CH2:31][CH2:30][NH:29][CH2:28][CH2:27]1)[CH2:23][CH2:24][CH3:25].CC#N. The catalyst is CCOC(C)=O. The product is [CH2:22]([CH:26]1[CH2:31][CH2:30][N:29]([CH2:2][CH2:3][CH2:4][N:5]2[C:14]3[C:9](=[CH:10][CH:11]=[CH:12][CH:13]=3)[CH:8]=[CH:7][C:6]2=[O:15])[CH2:28][CH2:27]1)[CH2:23][CH2:24][CH3:25]. The yield is 0.490. (4) The reactants are [NH2:1][C:2]1[N:7]=[CH:6][N:5]=[C:4]2[N:8]([CH2:12][C@H:13]3[CH2:17][CH2:16][CH2:15][N:14]3[C:18]([O:20][C:21]([CH3:24])([CH3:23])[CH3:22])=[O:19])[N:9]=[C:10](I)[C:3]=12.[F:25][C:26]1[CH:47]=[CH:46][CH:45]=[C:44]([F:48])[C:27]=1[O:28][C:29]1[CH:34]=[CH:33][C:32](B2OC(C)(C)C(C)(C)O2)=[CH:31][CH:30]=1.C(=O)([O-])[O-].[Na+].[Na+]. The catalyst is O1CCOCC1.O. The product is [NH2:1][C:2]1[N:7]=[CH:6][N:5]=[C:4]2[N:8]([CH2:12][C@H:13]3[CH2:17][CH2:16][CH2:15][N:14]3[C:18]([O:20][C:21]([CH3:24])([CH3:23])[CH3:22])=[O:19])[N:9]=[C:10]([C:32]3[CH:31]=[CH:30][C:29]([O:28][C:27]4[C:44]([F:48])=[CH:45][CH:46]=[CH:47][C:26]=4[F:25])=[CH:34][CH:33]=3)[C:3]=12. The yield is 0.790. (5) The reactants are [C:1]([O:5][C:6]([N:8]1[CH2:11][C:10](=O)[CH2:9]1)=[O:7])([CH3:4])([CH3:3])[CH3:2].[CH3:13][C:14]1([OH:20])[CH2:19][CH2:18][NH:17][CH2:16][CH2:15]1.C(O[BH-](OC(=O)C)OC(=O)C)(=O)C.[Na+]. The catalyst is ClCCCl. The product is [C:1]([O:5][C:6]([N:8]1[CH2:11][CH:10]([N:17]2[CH2:18][CH2:19][C:14]([OH:20])([CH3:13])[CH2:15][CH2:16]2)[CH2:9]1)=[O:7])([CH3:4])([CH3:3])[CH3:2]. The yield is 0.550. (6) The reactants are O1CCCCC1[N:7]1[C:15]2[C:10](=[CH:11][C:12]([C:16]3[N:20]=[CH:19][N:18](C(C4C=CC=CC=4)(C4C=CC=CC=4)C4C=CC=CC=4)[N:17]=3)=[CH:13][CH:14]=2)[C:9]([C:40]2[CH:41]=[C:42]([NH:46][C:47](=[O:56])[CH2:48][CH2:49]C3C=CC=CC=3)[CH:43]=[CH:44][CH:45]=2)=[N:8]1. The catalyst is Cl.O1CCOCC1. The product is [NH:18]1[CH:19]=[N:20][C:16]([C:12]2[CH:11]=[C:10]3[C:15](=[CH:14][CH:13]=2)[NH:7][N:8]=[C:9]3[C:40]2[CH:41]=[C:42]([NH:46][C:47](=[O:56])[CH2:48][CH3:49])[CH:43]=[CH:44][CH:45]=2)=[N:17]1. The yield is 0.480. (7) The reactants are [OH:1][C:2]1[CH:10]=[CH:9][C:5]([C:6]([OH:8])=[O:7])=[CH:4][CH:3]=1.[OH-].[K+].[I-].[K+].Br[CH2:16][CH2:17][CH2:18][OH:19]. The catalyst is C(O)C.O. The product is [OH:19][CH2:18][CH2:17][CH2:16][O:1][C:2]1[CH:10]=[CH:9][C:5]([C:6]([OH:8])=[O:7])=[CH:4][CH:3]=1. The yield is 0.750. (8) The reactants are BrB(Br)Br.[F:5][C:6]1[CH:7]=[C:8]([CH:15]([CH3:19])[C:16]([OH:18])=[O:17])[CH:9]=[C:10]([F:14])[C:11]=1[O:12]C.[CH3:20]O. The catalyst is ClCCl. The product is [F:5][C:6]1[CH:7]=[C:8]([CH:15]([CH3:19])[C:16]([O:18][CH3:20])=[O:17])[CH:9]=[C:10]([F:14])[C:11]=1[OH:12]. The yield is 0.890.